This data is from Forward reaction prediction with 1.9M reactions from USPTO patents (1976-2016). The task is: Predict the product of the given reaction. (1) Given the reactants [Br:1][CH:2]1[CH2:7][CH2:6][N:5]([C:8]([O:10][CH2:11][CH3:12])=[O:9])[CH2:4][CH:3]1[OH:13].FC(S(O[Si:22]([C:25]([CH3:28])([CH3:27])[CH3:26])([CH3:24])[CH3:23])(=O)=O)(F)F.N1C(C)=CC=CC=1C, predict the reaction product. The product is: [Br:1][CH:2]1[CH2:7][CH2:6][N:5]([C:8]([O:10][CH2:11][CH3:12])=[O:9])[CH2:4][CH:3]1[O:13][Si:22]([C:25]([CH3:28])([CH3:27])[CH3:26])([CH3:24])[CH3:23]. (2) The product is: [Br:25][C:26]1[CH:33]=[CH:32][C:31]([O:34][CH3:35])=[CH:30][C:27]=1[CH2:28][O:29][C:20]1[CH:19]=[C:18]([C:7]2[C:6]3[C:11](=[C:2]([Cl:1])[CH:3]=[CH:4][CH:5]=3)[N:10]=[N:9][C:8]=2[C:12]2[CH:17]=[CH:16][CH:15]=[CH:14][CH:13]=2)[CH:23]=[CH:22][CH:21]=1. Given the reactants [Cl:1][C:2]1[CH:3]=[CH:4][CH:5]=[C:6]2[C:11]=1[N:10]=[N:9][C:8]([C:12]1[CH:17]=[CH:16][CH:15]=[CH:14][CH:13]=1)=[C:7]2[C:18]1[CH:19]=[C:20](N)[CH:21]=[CH:22][CH:23]=1.[Br:25][C:26]1[CH:33]=[CH:32][C:31]([O:34][CH3:35])=[CH:30][C:27]=1[CH:28]=[O:29], predict the reaction product. (3) Given the reactants [Cl:1][C:2]1[CH:3]=[C:4]([N:8]2[C:12]([C:13]3[CH:18]=[CH:17][CH:16]=[C:15]([N+:19]([O-:21])=[O:20])[CH:14]=3)=[CH:11][C:10]([C:22]([O:24]CC)=[O:23])=[N:9]2)[CH:5]=[CH:6][CH:7]=1.[OH-].[K+], predict the reaction product. The product is: [Cl:1][C:2]1[CH:3]=[C:4]([N:8]2[C:12]([C:13]3[CH:18]=[CH:17][CH:16]=[C:15]([N+:19]([O-:21])=[O:20])[CH:14]=3)=[CH:11][C:10]([C:22]([OH:24])=[O:23])=[N:9]2)[CH:5]=[CH:6][CH:7]=1. (4) Given the reactants C(OC([N:8]1[CH2:20][C:19]2[S:18][C:17]3[N:16]=[CH:15][N:14]=[C:13](Cl)[C:12]=3[C:11]=2[CH2:10][CH2:9]1)=O)(C)(C)C.[Cl:22][C:23]1[CH:24]=[C:25]([CH:27]=[CH:28][C:29]=1[F:30])[NH2:26].Cl.[OH-].[Na+], predict the reaction product. The product is: [Cl:22][C:23]1[CH:24]=[C:25]([NH:26][C:13]2[C:12]3[C:11]4[CH2:10][CH2:9][NH:8][CH2:20][C:19]=4[S:18][C:17]=3[N:16]=[CH:15][N:14]=2)[CH:27]=[CH:28][C:29]=1[F:30]. (5) Given the reactants [H-].[Al+3].[Li+].[H-].[H-].[H-].[F:7][C:8]1[CH:9]=[C:10]([CH:15]([C:21]2[CH:26]=[CH:25][C:24]([C:27]3[CH:28]=[N:29][NH:30][CH:31]=3)=[CH:23][CH:22]=2)[CH2:16][C:17]([NH:19][CH3:20])=O)[CH:11]=[CH:12][C:13]=1[F:14].[Cl-].[Al+3].[Cl-].[Cl-].C1(C)C=CC=CC=1, predict the reaction product. The product is: [F:7][C:8]1[CH:9]=[C:10]([CH:15]([C:21]2[CH:26]=[CH:25][C:24]([C:27]3[CH:31]=[N:30][NH:29][CH:28]=3)=[CH:23][CH:22]=2)[CH2:16][CH2:17][NH:19][CH3:20])[CH:11]=[CH:12][C:13]=1[F:14].